From a dataset of Volume of distribution at steady state (VDss) regression data from Lombardo et al.. Regression/Classification. Given a drug SMILES string, predict its absorption, distribution, metabolism, or excretion properties. Task type varies by dataset: regression for continuous measurements (e.g., permeability, clearance, half-life) or binary classification for categorical outcomes (e.g., BBB penetration, CYP inhibition). For this dataset (vdss_lombardo), we predict log10(VDss) (log10 of volume of distribution in L/kg). (1) The compound is Cc1nnc(SCC2=C(C(=O)[O-])N3C(=O)C(NC(=O)Cn4cnnn4)C3SC2)s1. The log10(VDss) is -0.920. (2) The compound is CCCCCCCCCC(=O)N[C@@H](Cc1c[nH]c2ccccc12)C(=O)N[C@H](CC(N)=O)C(=O)N[C@@H](CC(=O)[O-])C(=O)N[C@@H]1C(=O)NCC(=O)N[C@@H](CCC[NH3+])C(=O)N[C@@H](CC(=O)[O-])C(=O)N[C@H](C)C(=O)N[C@@H](CC(=O)[O-])C(=O)NCC(=O)N[C@H](CO)C(=O)N[C@@H]([C@H](C)CC(=O)[O-])C(=O)N[C@@H](CC(=O)c2ccccc2N)C(=O)O[C@@H]1C. The log10(VDss) is -1.05. (3) The molecule is [NH3+]C(CCC(=O)NC(Cc1ccc(O)c(O)c1)C(=O)[O-])C(=O)[O-]. The log10(VDss) is -0.680. (4) The molecule is CC(=O)NC(CSSCC([NH3+])C(=O)[O-])C(=O)NC(C)C(=O)NC(CCCNC(N)=[NH2+])C(=O)NC(CCCNC(N)=[NH2+])C(=O)NC(CCCNC(N)=[NH2+])C(=O)NC(C)C(=O)NC(CCCNC(N)=[NH2+])C(N)=O. The log10(VDss) is -0.300. (5) The compound is CC1=NS(=O)(=O)c2cc(Cl)ccc2N1. The log10(VDss) is -0.680.